From a dataset of Peptide-MHC class II binding affinity with 134,281 pairs from IEDB. Regression. Given a peptide amino acid sequence and an MHC pseudo amino acid sequence, predict their binding affinity value. This is MHC class II binding data. The peptide sequence is VTVDAAVLAAIDADA. The MHC is HLA-DQA10301-DQB10302 with pseudo-sequence HLA-DQA10301-DQB10302. The binding affinity (normalized) is 0.248.